From a dataset of Full USPTO retrosynthesis dataset with 1.9M reactions from patents (1976-2016). Predict the reactants needed to synthesize the given product. (1) Given the product [Cl:56][C:57]1[CH:62]=[CH:61][C:60]([CH2:63][NH:64][C:20](=[O:22])[CH2:19][C@@H:7]2[CH2:6][CH:5]=[CH:4][CH2:3][C@H:2]([CH3:1])[C:13](=[O:14])[O:12][CH2:11][C@@H:10]3[CH2:15][CH2:16][CH2:17][N:9]3[C:8]2=[O:18])=[CH:59][CH:58]=1, predict the reactants needed to synthesize it. The reactants are: [CH3:1][C@@H:2]1[C:13](=[O:14])[O:12][CH2:11][C@@H:10]2[CH2:15][CH2:16][CH2:17][N:9]2[C:8](=[O:18])[C@H:7]([CH2:19][C:20]([O:22]C(C)(C)C)=O)[CH2:6][CH:5]=[CH:4][CH2:3]1.FC(F)(F)C(O)=O.C[C@@H]1C(=O)OC[C@@H]2CCCN2C(=O)[C@H](CC(O)=O)CC=CC1.[Cl:56][C:57]1[CH:62]=[CH:61][C:60]([CH2:63][NH2:64])=[CH:59][CH:58]=1. (2) Given the product [Cl:2][C:1]([Cl:5])=[C:33]([C:27]1[CH:28]=[C:29]([F:32])[CH:30]=[CH:31][C:26]=1[F:25])[C:34]([O:36][CH2:37][CH3:38])=[O:35], predict the reactants needed to synthesize it. The reactants are: [C:1]([Cl:5])(Cl)(Cl)[Cl:2].C1(P(C2C=CC=CC=2)C2C=CC=CC=2)C=CC=CC=1.[F:25][C:26]1[CH:31]=[CH:30][C:29]([F:32])=[CH:28][C:27]=1[C:33](=O)[C:34]([O:36][CH2:37][CH3:38])=[O:35]. (3) The reactants are: [F:1][C:2]([F:13])([F:12])[C:3]1[CH:4]=[N:5][CH:6]=[C:7]([CH:11]=1)[C:8](O)=[O:9].C(N(CC)CC)C.ClC(OCC)=O.[H-].[Al+3].[Li+].[H-].[H-].[H-]. Given the product [F:12][C:2]([F:1])([F:13])[C:3]1[CH:11]=[C:7]([CH2:8][OH:9])[CH:6]=[N:5][CH:4]=1, predict the reactants needed to synthesize it. (4) Given the product [Cl:1][C:2]1[C:3]([F:23])=[CH:4][C:5]([I:22])=[C:6]([N:8]([CH2:36][C:37]([F:40])([F:39])[F:38])[C:9]([C:11]2[CH:12]=[N:13][N:14]([CH:16]3[CH2:21][CH2:20][CH2:19][CH2:18][O:17]3)[CH:15]=2)=[O:10])[CH:7]=1, predict the reactants needed to synthesize it. The reactants are: [Cl:1][C:2]1[C:3]([F:23])=[CH:4][C:5]([I:22])=[C:6]([NH:8][C:9]([C:11]2[CH:12]=[N:13][N:14]([CH:16]3[CH2:21][CH2:20][CH2:19][CH2:18][O:17]3)[CH:15]=2)=[O:10])[CH:7]=1.CC(C)([O-])C.[K+].FC(F)(F)S(O[CH2:36][C:37]([F:40])([F:39])[F:38])(=O)=O.C([O-])(O)=O.[Na+]. (5) Given the product [C:21]([N:18]1[CH2:19][CH2:20][N:15]([C:11]2[N:12]=[CH:13][N:14]=[C:9]([NH:8][C:27]3[S:28][C:29]([C:32]#[N:33])=[CH:30][N:31]=3)[CH:10]=2)[CH2:16][CH2:17]1)(=[O:23])[CH3:22], predict the reactants needed to synthesize it. The reactants are: OC(C(F)(F)F)=O.[NH2:8][C:9]1[N:14]=[CH:13][N:12]=[C:11]([N:15]2[CH2:20][CH2:19][N:18]([C:21](=[O:23])[CH3:22])[CH2:17][CH2:16]2)[CH:10]=1.[H-].[Na+].Cl[C:27]1[S:28][C:29]([C:32]#[N:33])=[CH:30][N:31]=1. (6) Given the product [N:1]1[CH:6]=[CH:5][CH:4]=[N:3][C:2]=1[CH2:7][CH2:8][C:9]1[C:10]([CH:23]=[O:24])=[CH:11][C:12]2[C:13]([CH3:22])([CH3:21])[CH2:14][CH2:15][C:16]([CH3:19])([CH3:20])[C:17]=2[CH:18]=1, predict the reactants needed to synthesize it. The reactants are: [N:1]1[CH:6]=[CH:5][CH:4]=[N:3][C:2]=1[C:7]#[C:8][C:9]1[C:10]([CH:23]=[O:24])=[CH:11][C:12]2[C:13]([CH3:22])([CH3:21])[CH2:14][CH2:15][C:16]([CH3:20])([CH3:19])[C:17]=2[CH:18]=1.[H][H].